This data is from Reaction yield outcomes from USPTO patents with 853,638 reactions. The task is: Predict the reaction yield, written as a fraction of the theoretical maximum amount of product (1.0 means a 100% yield; for example, 0.34 means a 34% yield). (1) The reactants are [Br-].[C:2]1(C([PH3+])(C2C=CC=CC=2)C2C=CC=CC=2)C=CC=CC=1.C[Si]([N-][Si](C)(C)C)(C)C.[Li+].[CH3:32][O:33][C:34]1[CH:39]=[CH:38][C:37]([C:40]([C:42]2[CH:47]=[CH:46][C:45]([O:48][CH3:49])=[C:44]([O:50][CH2:51][CH3:52])[CH:43]=2)=O)=[CH:36][C:35]=1[N+:53]([O-:55])=[O:54]. The catalyst is C1COCC1. The product is [CH2:51]([O:50][C:44]1[CH:43]=[C:42]([C:40]([C:37]2[CH:38]=[CH:39][C:34]([O:33][CH3:32])=[C:35]([N+:53]([O-:55])=[O:54])[CH:36]=2)=[CH2:2])[CH:47]=[CH:46][C:45]=1[O:48][CH3:49])[CH3:52]. The yield is 0.670. (2) The reactants are CS(C)=O.C(Cl)(=O)C(Cl)=O.C(=O)=O.CC(C)=O.[OH:18][CH2:19][C@@H:20]1[CH2:24][C:23]([CH3:25])=[CH:22][N:21]1[C:26]([C:28]1[CH:33]=[C:32]([O:34][CH3:35])[C:31]([O:36][Si:37]([CH:44]([CH3:46])[CH3:45])([CH:41]([CH3:43])[CH3:42])[CH:38]([CH3:40])[CH3:39])=[CH:30][C:29]=1[NH:47][C:48]([O:50][CH2:51][C:52]1[CH:57]=[CH:56][C:55]([NH:58][NH:59][CH:60]([CH3:76])[C:61]([NH:63][CH:64]([CH:73]([CH3:75])[CH3:74])[C:65](=[O:72])[C:66]([O:68][CH2:69][CH:70]=[CH2:71])=[O:67])=[O:62])=[CH:54][CH:53]=1)=[O:49])=[O:27].C(N(CC)CC)C. The catalyst is ClCCl. The product is [OH:18][C@@H:19]1[N:47]([C:48]([O:50][CH2:51][C:52]2[CH:53]=[CH:54][C:55]([NH:58][NH:59][CH:60]([CH3:76])[C:61]([NH:63][CH:64]([CH:73]([CH3:75])[CH3:74])[C:65](=[O:72])[C:66]([O:68][CH2:69][CH:70]=[CH2:71])=[O:67])=[O:62])=[CH:56][CH:57]=2)=[O:49])[C:29]2[CH:30]=[C:31]([O:36][Si:37]([CH:41]([CH3:42])[CH3:43])([CH:44]([CH3:45])[CH3:46])[CH:38]([CH3:40])[CH3:39])[C:32]([O:34][CH3:35])=[CH:33][C:28]=2[C:26](=[O:27])[N:21]2[CH:22]=[C:23]([CH3:25])[CH2:24][C@@H:20]12. The yield is 0.600. (3) The reactants are [NH2:1][C:2]1[C:13]([O:14][C:15]2[CH:20]=[C:19]([O:21][CH2:22][CH2:23][CH3:24])[CH:18]=[C:17]([OH:25])[CH:16]=2)=[CH:12][C:5]2[N:6]([CH3:11])[C:7](=[O:10])[N:8]([CH3:9])[C:4]=2[CH:3]=1.C(=O)([O-])[O-].[K+].[K+].Br[CH2:33][CH2:34][CH2:35][CH2:36][CH2:37][CH2:38][N:39]1[C:47](=[O:48])[C:46]2[C:41](=[CH:42][CH:43]=[CH:44][CH:45]=2)[C:40]1=[O:49].O. The catalyst is CN(C=O)C. The product is [NH2:1][C:2]1[C:13]([O:14][C:15]2[CH:16]=[C:17]([CH:18]=[C:19]([O:21][CH2:22][CH2:23][CH3:24])[CH:20]=2)[O:25][CH2:33][CH2:34][CH2:35][CH2:36][CH2:37][CH2:38][N:39]2[C:47](=[O:48])[C:46]3[C:41](=[CH:42][CH:43]=[CH:44][CH:45]=3)[C:40]2=[O:49])=[CH:12][C:5]2[N:6]([CH3:11])[C:7](=[O:10])[N:8]([CH3:9])[C:4]=2[CH:3]=1. The yield is 0.600.